From a dataset of CYP2C19 inhibition data for predicting drug metabolism from PubChem BioAssay. Regression/Classification. Given a drug SMILES string, predict its absorption, distribution, metabolism, or excretion properties. Task type varies by dataset: regression for continuous measurements (e.g., permeability, clearance, half-life) or binary classification for categorical outcomes (e.g., BBB penetration, CYP inhibition). Dataset: cyp2c19_veith. The molecule is c1ccc(CCNc2ccccn2)nc1. The result is 0 (non-inhibitor).